The task is: Predict the product of the given reaction.. This data is from Forward reaction prediction with 1.9M reactions from USPTO patents (1976-2016). (1) Given the reactants CC1(C)[O:9][C:8](=[O:10])[C:5]2([CH2:7][CH2:6]2)[C:4](=[O:11])O1.[CH3:13][O:14][C:15]1[CH:21]=[CH:20][CH:19]=[CH:18][C:16]=1[NH2:17], predict the reaction product. The product is: [CH3:13][O:14][C:15]1[CH:21]=[CH:20][CH:19]=[CH:18][C:16]=1[N:17]1[CH2:6][CH2:7][CH:5]([C:8]([OH:9])=[O:10])[C:4]1=[O:11]. (2) The product is: [CH3:32][O:31][C:29](=[O:30])[CH2:28][CH2:27][CH2:26][CH2:25][CH2:24][N:9]([CH2:8][C:7]([O:6][C:2]([CH3:5])([CH3:4])[CH3:3])=[O:11])[CH3:10]. Given the reactants Cl.[C:2]([O:6][C:7](=[O:11])[CH2:8][NH:9][CH3:10])([CH3:5])([CH3:4])[CH3:3].C(=O)([O-])[O-].[K+].[K+].I([O-])(=O)=O.[Na+].Br[CH2:24][CH2:25][CH2:26][CH2:27][CH2:28][C:29]([O:31][CH3:32])=[O:30], predict the reaction product.